Dataset: Catalyst prediction with 721,799 reactions and 888 catalyst types from USPTO. Task: Predict which catalyst facilitates the given reaction. (1) Reactant: C(=O)([O-])[O-].[K+].[K+].Br[CH:8]1[CH2:10][CH2:9]1.[O:11]=[S:12]1(=[O:29])[CH2:17][CH2:16][N:15]2[CH:18]=[CH:19][CH:20]=[C:21]([C:22]3[CH:27]=[CH:26][C:25]([OH:28])=[CH:24][CH:23]=3)[C:14]2=[N:13]1.[I-].[Na+].[OH-].[Na+]. Product: [CH:8]1([O:28][C:25]2[CH:24]=[CH:23][C:22]([C:21]3[C:14]4=[N:13][S:12](=[O:29])(=[O:11])[CH2:17][CH2:16][N:15]4[CH:18]=[CH:19][CH:20]=3)=[CH:27][CH:26]=2)[CH2:10][CH2:9]1. The catalyst class is: 16. (2) Reactant: [OH:1][C:2]1[CH:7]=[CH:6][C:5]([S:8]([NH:11][CH3:12])(=[O:10])=[O:9])=[CH:4][C:3]=1[N+:13]([O-])=O. Product: [NH2:13][C:3]1[CH:4]=[C:5]([S:8]([NH:11][CH3:12])(=[O:10])=[O:9])[CH:6]=[CH:7][C:2]=1[OH:1]. The catalyst class is: 29. (3) Reactant: C([O:4][C:5]1[C:14]([CH3:15])=[CH:13][CH:12]=[C:11]2[C:6]=1[CH2:7][C@@H:8]([CH:19]1[CH2:24][CH2:23][N:22]([CH2:25][CH2:26][C:27]3[CH:32]=[CH:31][CH:30]=[CH:29][CH:28]=3)[CH2:21][CH2:20]1)[O:9][C@H:10]2[CH2:16][NH:17][CH3:18])(C)C.B(Cl)(Cl)[Cl:34]. Product: [ClH:34].[ClH:34].[CH3:15][C:14]1[CH:13]=[CH:12][C:11]2[C@H:10]([CH2:16][NH:17][CH3:18])[O:9][C@H:8]([CH:19]3[CH2:20][CH2:21][N:22]([CH2:25][CH2:26][C:27]4[CH:32]=[CH:31][CH:30]=[CH:29][CH:28]=4)[CH2:23][CH2:24]3)[CH2:7][C:6]=2[C:5]=1[OH:4]. The catalyst class is: 4. (4) Reactant: [F:1][C:2]1[CH:3]=[C:4]2[C:9](=[CH:10][C:11]=1[OH:12])[N:8]=[C:7]([CH3:13])[CH:6]=[CH:5]2.C([O-])([O-])=O.[Cs+].[Cs+].CC1C=CC(S(O[CH2:31][C@@H:32]([O:34][CH3:35])[CH3:33])(=O)=O)=CC=1. Product: [F:1][C:2]1[CH:3]=[C:4]2[C:9](=[CH:10][C:11]=1[O:12][CH2:31][C@@H:32]([O:34][CH3:35])[CH3:33])[N:8]=[C:7]([CH3:13])[CH:6]=[CH:5]2. The catalyst class is: 37.